From a dataset of Reaction yield outcomes from USPTO patents with 853,638 reactions. Predict the reaction yield, written as a fraction of the theoretical maximum amount of product (1.0 means a 100% yield; for example, 0.34 means a 34% yield). (1) The reactants are [CH2:1]([OH:8])[C:2]1[CH:7]=[CH:6][CH:5]=[CH:4][CH:3]=1.[H-].[Na+].[F:11][C:12]1[C:13]([NH:19][CH2:20][C:21]2([C:27]#[N:28])[CH2:26][CH2:25][O:24][CH2:23][CH2:22]2)=[N:14][C:15](F)=[CH:16][CH:17]=1. The catalyst is CN(C=O)C.[Cl-].[Na+].O. The product is [CH2:1]([O:8][C:15]1[N:14]=[C:13]([NH:19][CH2:20][C:21]2([C:27]#[N:28])[CH2:22][CH2:23][O:24][CH2:25][CH2:26]2)[C:12]([F:11])=[CH:17][CH:16]=1)[C:2]1[CH:7]=[CH:6][CH:5]=[CH:4][CH:3]=1. The yield is 0.660. (2) The reactants are S(=O)(=O)(O)O.C[O:7][C:8](=O)[CH2:9][CH2:10][C:11]1[CH:16]=[CH:15][C:14]([NH2:17])=[CH:13][CH:12]=1.[Na+].[Cl-].[NH4+:21].[OH-]. The catalyst is O.[Cl-].[Na+].O. The product is [NH2:17][C:14]1[CH:15]=[CH:16][C:11]([CH2:10][CH2:9][C:8]([NH2:21])=[O:7])=[CH:12][CH:13]=1. The yield is 0.810. (3) The reactants are [F:1][C:2]1[CH:16]=[CH:15][C:5]([CH:6](O)[C:7]2[CH:12]=[CH:11][C:10]([F:13])=[CH:9][CH:8]=2)=[CH:4][CH:3]=1.Cl.[F:18][C:19]1[CH:24]=[CH:23][C:22]([CH:25]([C:33]2[CH:38]=[CH:37][C:36]([F:39])=[CH:35][CH:34]=2)[CH:26]2[C:31](=[O:32])[CH2:30][CH2:29][NH:28][CH2:27]2)=[CH:21][CH:20]=1.C(N(C(C)C)CC)(C)C.ClCCl. The catalyst is O. The product is [F:1][C:2]1[CH:16]=[CH:15][C:5]([CH:6]([C:7]2[CH:12]=[CH:11][C:10]([F:13])=[CH:9][CH:8]=2)[N:28]2[CH2:29][CH2:30][C:31](=[O:32])[CH:26]([CH:25]([C:22]3[CH:21]=[CH:20][C:19]([F:18])=[CH:24][CH:23]=3)[C:33]3[CH:34]=[CH:35][C:36]([F:39])=[CH:37][CH:38]=3)[CH2:27]2)=[CH:4][CH:3]=1. The yield is 0.160. (4) The reactants are [C-:1]#[N:2].[Na+].S(=O)(=O)(O)O.C#N.Br[CH2:12][C:13]1[CH:20]=[C:19]([N+:21]([O-:23])=[O:22])[CH:18]=[CH:17][C:14]=1[C:15]#[N:16]. The catalyst is O.C(#N)C. The product is [C:1]([CH2:12][C:13]1[CH:20]=[C:19]([N+:21]([O-:23])=[O:22])[CH:18]=[CH:17][C:14]=1[C:15]#[N:16])#[N:2]. The yield is 0.530. (5) The reactants are [F:1][C:2]1[CH:7]=[CH:6][C:5]([CH2:8][C:9]2[CH:18]=[C:17]3[C:12]([C:13]([OH:25])=[C:14]([C:20]([O:22][CH2:23][CH3:24])=[O:21])[C:15](=[O:19])[NH:16]3)=[N:11][CH:10]=2)=[CH:4][CH:3]=1.I[CH2:27][CH3:28]. The catalyst is O1CCCC1. The product is [CH2:27]([N:16]1[C:17]2[C:12](=[N:11][CH:10]=[C:9]([CH2:8][C:5]3[CH:6]=[CH:7][C:2]([F:1])=[CH:3][CH:4]=3)[CH:18]=2)[C:13]([OH:25])=[C:14]([C:20]([O:22][CH2:23][CH3:24])=[O:21])[C:15]1=[O:19])[CH3:28]. The yield is 0.950.